Dataset: Catalyst prediction with 721,799 reactions and 888 catalyst types from USPTO. Task: Predict which catalyst facilitates the given reaction. (1) Reactant: [CH2:1]([S:3][C:4]1[C:9]([C:10]([O:12]C)=[O:11])=[C:8]([C:14]([F:17])([F:16])[F:15])[CH:7]=[C:6]([N:18]2[CH2:23][CH2:22][O:21][CH2:20][CH2:19]2)[N:5]=1)[CH3:2].CO.C1COCC1.[Li+].[OH-].Cl. Product: [CH2:1]([S:3][C:4]1[C:9]([C:10]([OH:12])=[O:11])=[C:8]([C:14]([F:17])([F:16])[F:15])[CH:7]=[C:6]([N:18]2[CH2:19][CH2:20][O:21][CH2:22][CH2:23]2)[N:5]=1)[CH3:2]. The catalyst class is: 25. (2) The catalyst class is: 21. Product: [Cl:14][C:8]1[CH:9]=[CH:10][C:11]([Cl:13])=[CH:12][C:7]=1[O:6][CH:5]([C:15]1[S:16][CH:17]=[CH:18][CH:19]=1)[CH2:4][CH2:3][CH2:2][I:20]. Reactant: Cl[CH2:2][CH2:3][CH2:4][CH:5]([C:15]1[S:16][CH:17]=[CH:18][CH:19]=1)[O:6][C:7]1[CH:12]=[C:11]([Cl:13])[CH:10]=[CH:9][C:8]=1[Cl:14].[I-:20].[Na+].